This data is from Forward reaction prediction with 1.9M reactions from USPTO patents (1976-2016). The task is: Predict the product of the given reaction. (1) Given the reactants [NH:1]1[C:5](=[O:6])[CH2:4][N:3]2[C:7](=[O:10])[CH2:8][CH2:9][CH:2]12.C([O-])([O-])=O.[K+].[K+].Br[C:18]1[CH:23]=[CH:22][CH:21]=[CH:20][C:19]=1[CH3:24].C(OCC)(=O)C, predict the reaction product. The product is: [C:19]1([CH3:24])[CH:20]=[CH:21][CH:22]=[CH:23][C:18]=1[N:1]1[C:5](=[O:6])[CH2:4][N:3]2[C:7](=[O:10])[CH2:8][CH2:9][CH:2]12. (2) Given the reactants [Cl:1][C:2]1[CH:3]=[C:4]([CH:35]=[CH:36][C:37]=1[Cl:38])[CH2:5][C:6]1[C:7](=[O:34])[NH:8][C:9]([CH2:16][C:17]2[N:21]([CH2:22][C:23]3[CH:28]=[CH:27][C:26]([O:29][CH3:30])=[CH:25][C:24]=3[O:31][CH3:32])[C:20](=[O:33])[NH:19][N:18]=2)=[N:10][C:11]=1[C:12]([F:15])([F:14])[F:13].[CH3:39]C(C)([O-])C.[K+].IC, predict the reaction product. The product is: [Cl:1][C:2]1[CH:3]=[C:4]([CH:35]=[CH:36][C:37]=1[Cl:38])[CH2:5][C:6]1[C:7](=[O:34])[NH:8][C:9]([CH2:16][C:17]2[N:21]([CH2:22][C:23]3[CH:28]=[CH:27][C:26]([O:29][CH3:30])=[CH:25][C:24]=3[O:31][CH3:32])[C:20](=[O:33])[N:19]([CH3:39])[N:18]=2)=[N:10][C:11]=1[C:12]([F:15])([F:13])[F:14]. (3) Given the reactants C(OC(N(C)[C@@H](C)C(N[C@@H](C(C)(C)C)C(N1[C@H](C(=O)N[C@H]2C3C(=CC=CC=3)CCC2)CC2C(=CC(C(O)=O)=CC=2)C1)=O)=O)=O)(C)(C)C.[C:48]([O:52][C:53]([N:55]([CH3:132])[C@@H:56]([CH3:131])[C:57]([NH:59][C@@H:60]([C:127]([CH3:130])([CH3:129])[CH3:128])[C:61]([N:63]1[CH2:67][C@@H:66]([C:68]2[CH:77]=[C:76]3[C:71]([CH2:72][C@@H:73]([C:99](=[O:111])[NH:100][C@H:101]4[C:110]5[C:105](=[CH:106][CH:107]=[CH:108][CH:109]=5)[CH2:104][CH2:103][CH2:102]4)[N:74]([C:78](=[O:98])[C@@H:79]([NH:84][C:85](=[O:97])[C@@H:86]([N:88]([C:90]([O:92][C:93]([CH3:96])([CH3:95])[CH3:94])=[O:91])[CH3:89])[CH3:87])[C:80]([CH3:83])([CH3:82])[CH3:81])[CH2:75]3)=[CH:70][CH:69]=2)[CH2:65][C@H:64]1[C:112]([NH:114][C@@H:115]([CH2:120][C:121]1[CH:126]=[CH:125][CH:124]=[CH:123][CH:122]=1)[C:116]([O:118]C)=[O:117])=[O:113])=[O:62])=[O:58])=[O:54])([CH3:51])([CH3:50])[CH3:49], predict the reaction product. The product is: [C:48]([O:52][C:53]([N:55]([CH3:132])[C@@H:56]([CH3:131])[C:57]([NH:59][C@@H:60]([C:127]([CH3:130])([CH3:129])[CH3:128])[C:61]([N:63]1[CH2:67][C@@H:66]([C:68]2[CH:77]=[C:76]3[C:71]([CH2:72][C@@H:73]([C:99](=[O:111])[NH:100][C@H:101]4[C:110]5[C:105](=[CH:106][CH:107]=[CH:108][CH:109]=5)[CH2:104][CH2:103][CH2:102]4)[N:74]([C:78](=[O:98])[C@@H:79]([NH:84][C:85](=[O:97])[C@@H:86]([N:88]([C:90]([O:92][C:93]([CH3:94])([CH3:96])[CH3:95])=[O:91])[CH3:89])[CH3:87])[C:80]([CH3:82])([CH3:81])[CH3:83])[CH2:75]3)=[CH:70][CH:69]=2)[CH2:65][C@H:64]1[C:112]([NH:114][C@@H:115]([CH2:120][C:121]1[CH:126]=[CH:125][CH:124]=[CH:123][CH:122]=1)[C:116]([OH:118])=[O:117])=[O:113])=[O:62])=[O:58])=[O:54])([CH3:49])([CH3:50])[CH3:51]. (4) Given the reactants [F:1][C:2]([F:11])([F:10])[CH2:3][CH2:4][CH:5]([C:8]#[N:9])[C:6]#[N:7].C(=O)([O-])[O-].[K+].[K+].[Br:18][C:19]1[N:24]=[CH:23][C:22]([CH2:25]Br)=[CH:21][CH:20]=1, predict the reaction product. The product is: [Br:18][C:19]1[N:24]=[CH:23][C:22]([CH2:25][C:5]([CH2:4][CH2:3][C:2]([F:10])([F:11])[F:1])([C:8]#[N:9])[C:6]#[N:7])=[CH:21][CH:20]=1. (5) Given the reactants I[C:2]1[N:9]2[C:5]([S:6][C:7]([C:10]3[CH:11]=[C:12]4[C:16](=[CH:17][CH:18]=3)[NH:15][CH:14]=[CH:13]4)=[N:8]2)=[N:4][CH:3]=1.CC1(C)C(C)(C)OB([C:27]2[CH:28]=[C:29]([C:34]([F:37])([F:36])[F:35])[C:30]([NH2:33])=[N:31][CH:32]=2)O1.C([O-])([O-])=O.[Na+].[Na+], predict the reaction product. The product is: [NH:15]1[C:16]2[C:12](=[CH:11][C:10]([C:7]3[S:6][C:5]4=[N:4][CH:3]=[C:2]([C:27]5[CH:28]=[C:29]([C:34]([F:37])([F:36])[F:35])[C:30]([NH2:33])=[N:31][CH:32]=5)[N:9]4[N:8]=3)=[CH:18][CH:17]=2)[CH:13]=[CH:14]1. (6) Given the reactants [F:1][C:2]([F:26])([F:25])[C@H:3]([N:12]1[CH2:16][CH2:15][C@H:14]([NH:17][C:18](=[O:24])[O:19][C:20]([CH3:23])([CH3:22])[CH3:21])[CH2:13]1)[C:4]1[CH:5]=[N:6][C:7]([NH:10][NH2:11])=[CH:8][CH:9]=1.[F:27][C:28]1[CH:29]=[C:30]2[C:35](=[C:36]([O:38][C@H:39]([CH3:43])[CH2:40][O:41][CH3:42])[CH:37]=1)[N:34]=[C:33]([CH:44]=O)[CH:32]=[CH:31]2.C(O)C.C(O)(=O)C.C(O)(=O)C.I(C1C=CC=CC=1)=O.C(=O)(O)[O-].[Na+], predict the reaction product. The product is: [F:26][C:2]([F:25])([F:1])[C@H:3]([N:12]1[CH2:16][CH2:15][C@H:14]([NH:17][C:18](=[O:24])[O:19][C:20]([CH3:22])([CH3:23])[CH3:21])[CH2:13]1)[C:4]1[CH:9]=[CH:8][C:7]2[N:6]([C:44]([C:33]3[CH:32]=[CH:31][C:30]4[C:35](=[C:36]([O:38][C@H:39]([CH3:43])[CH2:40][O:41][CH3:42])[CH:37]=[C:28]([F:27])[CH:29]=4)[N:34]=3)=[N:11][N:10]=2)[CH:5]=1. (7) Given the reactants [Cl:1][S:2]([OH:5])(=O)=[O:3].[Br:6][C:7]1[CH:8]=[CH:9][C:10]2[S:14][CH:13]=[C:12]([CH3:15])[C:11]=2[CH:16]=1, predict the reaction product. The product is: [Br:6][C:7]1[CH:8]=[CH:9][C:10]2[S:14][C:13]([S:2]([Cl:1])(=[O:5])=[O:3])=[C:12]([CH3:15])[C:11]=2[CH:16]=1. (8) Given the reactants [OH:1][CH2:2][CH2:3][O:4][C:5]1[CH:10]=[CH:9][C:8]([CH:11]2[CH2:16][CH2:15][N:14]([C:17]([O:19][C:20]([CH3:23])([CH3:22])[CH3:21])=[O:18])[CH2:13][CH:12]2[O:24][CH2:25][C:26]2[CH:35]=[CH:34][C:33]3[C:28](=[CH:29][CH:30]=[CH:31][CH:32]=3)[CH:27]=2)=[CH:7][CH:6]=1.Cl[C:37]1[N:42]=[CH:41][CH:40]=[CH:39][N:38]=1, predict the reaction product. The product is: [CH:27]1[C:28]2[C:33](=[CH:32][CH:31]=[CH:30][CH:29]=2)[CH:34]=[CH:35][C:26]=1[CH2:25][O:24][CH:12]1[CH:11]([C:8]2[CH:9]=[CH:10][C:5]([O:4][CH2:3][CH2:2][O:1][C:37]3[N:42]=[CH:41][CH:40]=[CH:39][N:38]=3)=[CH:6][CH:7]=2)[CH2:16][CH2:15][N:14]([C:17]([O:19][C:20]([CH3:23])([CH3:21])[CH3:22])=[O:18])[CH2:13]1.